Dataset: Full USPTO retrosynthesis dataset with 1.9M reactions from patents (1976-2016). Task: Predict the reactants needed to synthesize the given product. Given the product [CH3:1][C:2]1[C:7]([C:8]([F:9])([F:11])[F:10])=[CH:6][CH:5]=[CH:4][C:3]=1[CH2:12][N:13]1[C:17]2[CH:18]=[C:19]([N:26]3[CH2:31][CH2:30][O:29][CH2:28][CH2:27]3)[CH:20]=[C:21]([C:22]([OH:24])=[O:23])[C:16]=2[N:15]=[C:14]1[C:32]([F:34])([F:33])[F:35], predict the reactants needed to synthesize it. The reactants are: [CH3:1][C:2]1[C:7]([C:8]([F:11])([F:10])[F:9])=[CH:6][CH:5]=[CH:4][C:3]=1[CH2:12][N:13]1[C:17]2[CH:18]=[C:19]([N:26]3[CH2:31][CH2:30][O:29][CH2:28][CH2:27]3)[CH:20]=[C:21]([C:22]([O:24]C)=[O:23])[C:16]=2[N:15]=[C:14]1[C:32]([F:35])([F:34])[F:33].[OH-].[Li+].